From a dataset of Forward reaction prediction with 1.9M reactions from USPTO patents (1976-2016). Predict the product of the given reaction. (1) Given the reactants [Cl:1][C:2]1[C:3]2[N:4]([CH:12]=[C:13]([C:15]([OH:17])=O)[N:14]=2)[CH:5]=[C:6]([C:8]([F:11])([F:10])[F:9])[CH:7]=1.[Cl:18][C:19]1[CH:28]=[C:27]([O:29][CH3:30])[C:26]([Cl:31])=[CH:25][C:20]=1[C:21]([NH:23][NH2:24])=O.O=P(Cl)(Cl)Cl, predict the reaction product. The product is: [Cl:1][C:2]1[C:3]2[N:4]([CH:12]=[C:13]([C:15]3[O:17][C:21]([C:20]4[CH:25]=[C:26]([Cl:31])[C:27]([O:29][CH3:30])=[CH:28][C:19]=4[Cl:18])=[N:23][N:24]=3)[N:14]=2)[CH:5]=[C:6]([C:8]([F:9])([F:10])[F:11])[CH:7]=1. (2) Given the reactants [NH2:1][C@@H:2]1[C:8](=[O:9])[N:7]([CH2:10][CH2:11][O:12][CH2:13][C:14]2[CH:19]=[CH:18][CH:17]=[CH:16][CH:15]=2)[C:6]2[CH:20]=[CH:21][CH:22]=[CH:23][C:5]=2[C:4]2[CH:24]=[CH:25][CH:26]=[CH:27][C:3]1=2.[CH2:28]([O:30][C:31](=[O:39])[CH:32]([O:36][CH2:37][CH3:38])[C:33](O)=[O:34])[CH3:29], predict the reaction product. The product is: [CH2:28]([O:30][C:31](=[O:39])[CH:32]([O:36][CH2:37][CH3:38])[C:33]([NH:1][C@@H:2]1[C:8](=[O:9])[N:7]([CH2:10][CH2:11][O:12][CH2:13][C:14]2[CH:19]=[CH:18][CH:17]=[CH:16][CH:15]=2)[C:6]2[CH:20]=[CH:21][CH:22]=[CH:23][C:5]=2[C:4]2[CH:24]=[CH:25][CH:26]=[CH:27][C:3]1=2)=[O:34])[CH3:29]. (3) Given the reactants [I:1]N1C(=O)CCC1=O.[F:9][C:10]([F:20])([F:19])[O:11][C:12]1[CH:17]=[CH:16][C:15]([OH:18])=[CH:14][CH:13]=1.S(=O)(=O)(O)O, predict the reaction product. The product is: [I:1][C:14]1[CH:13]=[C:12]([O:11][C:10]([F:19])([F:20])[F:9])[CH:17]=[CH:16][C:15]=1[OH:18].